From a dataset of Forward reaction prediction with 1.9M reactions from USPTO patents (1976-2016). Predict the product of the given reaction. Given the reactants [CH:1]1([C:4]2[N:5]=[CH:6][C:7]([O:10][C@H:11]3[CH2:15][N:14](C(OC(C)(C)C)=O)[C@H:13]([CH2:23][NH:24][CH2:25][C:26]([O:28][CH3:29])=[O:27])[CH2:12]3)=[N:8][CH:9]=2)[CH2:3][CH2:2]1.[ClH:30], predict the reaction product. The product is: [ClH:30].[CH:1]1([C:4]2[N:5]=[CH:6][C:7]([O:10][C@H:11]3[CH2:15][NH:14][C@H:13]([CH2:23][NH:24][CH2:25][C:26]([O:28][CH3:29])=[O:27])[CH2:12]3)=[N:8][CH:9]=2)[CH2:2][CH2:3]1.